Dataset: SARS-CoV-2 main protease (3CLPro) crystallographic fragment screen with 879 compounds. Task: Binary Classification. Given a drug SMILES string, predict its activity (active/inactive) in a high-throughput screening assay against a specified biological target. The compound is CCC(=O)Nc1cccc(N)c1C. The result is 0 (inactive).